From a dataset of HIV replication inhibition screening data with 41,000+ compounds from the AIDS Antiviral Screen. Binary Classification. Given a drug SMILES string, predict its activity (active/inactive) in a high-throughput screening assay against a specified biological target. (1) The drug is COC(=O)C(CC(C)C)NC(=O)C(CCCNC(=N)N)NC(=O)OCc1ccccc1. The result is 0 (inactive). (2) The compound is COC1(OC)NC(=N)C2(C#N)C(C)=C3NCN(C)N=C3C12C#N. The result is 0 (inactive).